This data is from Catalyst prediction with 721,799 reactions and 888 catalyst types from USPTO. The task is: Predict which catalyst facilitates the given reaction. (1) Reactant: Cl.[CH2:2]([NH:6][C:7]1[C:15]2[C:10](=[CH:11][C:12]([Cl:22])=[C:13]([C:16]3[CH:21]=[CH:20][CH:19]=[CH:18][CH:17]=3)[CH:14]=2)[N:9](COCC[Si](C)(C)C)[N:8]=1)[CH2:3][CH2:4][CH3:5]. Product: [CH2:2]([NH:6][C:7]1[C:15]2[C:10](=[CH:11][C:12]([Cl:22])=[C:13]([C:16]3[CH:17]=[CH:18][CH:19]=[CH:20][CH:21]=3)[CH:14]=2)[NH:9][N:8]=1)[CH2:3][CH2:4][CH3:5]. The catalyst class is: 5. (2) Reactant: [CH3:1][C:2]1[NH:3][CH:4]=[CH:5][C:6]=1[C:7]([O:9][CH2:10][CH3:11])=[O:8].[Br:12]N1C(=O)CCC1=O.O.C(OCC)C. Product: [Br:12][C:4]1[NH:3][C:2]([CH3:1])=[C:6]([C:7]([O:9][CH2:10][CH3:11])=[O:8])[CH:5]=1. The catalyst class is: 7. (3) Reactant: [Cl:1][C:2]1[C:9]([O:10][CH3:11])=[CH:8][C:5]([CH:6]=O)=[C:4](F)[CH:3]=1.C([O-])([O-])=O.[K+].[K+].[C:19]([O:23][CH3:24])(=[O:22])[CH2:20][SH:21]. Product: [CH3:24][O:23][C:19]([C:20]1[S:21][C:4]2[CH:3]=[C:2]([Cl:1])[C:9]([O:10][CH3:11])=[CH:8][C:5]=2[CH:6]=1)=[O:22]. The catalyst class is: 16. (4) Reactant: C(OC([N:8]1[CH2:12][C@@H:11]([F:13])[CH2:10][C@H:9]1[C:14](=[O:16])[NH2:15])=O)(C)(C)C.[ClH:17].C(OCC)(=O)C. Product: [ClH:17].[C:14]([C@@H:9]1[CH2:10][C@H:11]([F:13])[CH2:12][NH:8]1)(=[O:16])[NH2:15]. The catalyst class is: 13. (5) Reactant: [OH:1][C:2]1[C:9]([I:10])=[N:8][CH:7]=[CH:6][C:3]=1[CH:4]=O.[Cl:11][C:12]1[CH:13]=[C:14]([CH:16]=[CH:17][C:18]=1[F:19])[NH2:15].[Si]([C:24]#[N:25])(C)(C)C.[Si](OS(C(F)(F)F)(=O)=O)(C)(C)C. Product: [Cl:11][C:12]1[CH:13]=[C:14]([NH:15][C:4]2[C:3]3[C:2](=[C:9]([I:10])[N:8]=[CH:7][CH:6]=3)[O:1][C:24]=2[NH2:25])[CH:16]=[CH:17][C:18]=1[F:19]. The catalyst class is: 2.